Dataset: Full USPTO retrosynthesis dataset with 1.9M reactions from patents (1976-2016). Task: Predict the reactants needed to synthesize the given product. (1) Given the product [F:1][C:2]1[C:3]([O:21][CH3:22])=[CH:4][CH:5]=[C:6]2[C:11]=1[N:10]=[C:9]([C:12]1[S:13][CH:14]=[C:15]([CH:17]([CH3:18])[CH3:19])[N:16]=1)[CH:8]=[C:7]2[O:20][CH:42]1[CH2:59][CH:58]2[CH:44]([C:45](=[O:65])[N:46]([CH3:64])[CH2:47][CH2:48][CH2:49][CH2:50][CH:51]=[CH:52][CH:53]3[C:55]([C:61]([OH:63])=[O:62])([NH:56][C:57]2=[O:60])[CH2:54]3)[CH2:43]1, predict the reactants needed to synthesize it. The reactants are: [F:1][C:2]1[C:3]([O:21][CH3:22])=[CH:4][CH:5]=[C:6]2[C:11]=1[N:10]=[C:9]([C:12]1[S:13][CH:14]=[C:15]([CH:17]([CH3:19])[CH3:18])[N:16]=1)[CH:8]=[C:7]2[OH:20].C(C1N=C(C2C=C(O[CH:42]3[CH2:59][CH:58]4[CH:44]([C:45](=[O:65])[N:46]([CH3:64])[CH2:47][CH2:48][CH2:49][CH2:50][CH:51]=[CH:52][CH:53]5[C:55]([C:61]([OH:63])=[O:62])([NH:56][C:57]4=[O:60])[CH2:54]5)[CH2:43]3)C3C(=C(C)C(OC)=CC=3)N=2)SC=1)(C)C. (2) Given the product [Cl:1][C:2]1[N:6]([C:7]2[CH:8]=[CH:9][C:10]([C:13]3[CH:14]=[CH:15][C:16]([CH3:19])=[CH:17][CH:18]=3)=[CH:11][CH:12]=2)[C:5]2[C:20]([OH:22])=[C:27]([C:28]3[CH:29]=[CH:30][CH:31]=[CH:32][CH:33]=3)[C:26](=[O:34])[NH:25][C:4]=2[CH:3]=1, predict the reactants needed to synthesize it. The reactants are: [Cl:1][C:2]1[N:6]([C:7]2[CH:12]=[CH:11][C:10]([C:13]3[CH:18]=[CH:17][C:16]([CH3:19])=[CH:15][CH:14]=3)=[CH:9][CH:8]=2)[C:5]([C:20]([O:22]CC)=O)=[C:4]([NH:25][C:26](=[O:34])[CH2:27][C:28]2[CH:33]=[CH:32][CH:31]=[CH:30][CH:29]=2)[CH:3]=1.CC(C)([O-])C.[K+]. (3) Given the product [CH3:17][C:11]1([C:14]([O:16][CH3:18])=[O:15])[CH2:12][CH2:13][N:8]([C:6]([O:5][C:1]([CH3:4])([CH3:2])[CH3:3])=[O:7])[CH2:9][CH2:10]1, predict the reactants needed to synthesize it. The reactants are: [C:1]([O:5][C:6]([N:8]1[CH2:13][CH2:12][C:11]([CH3:17])([C:14]([OH:16])=[O:15])[CH2:10][CH2:9]1)=[O:7])([CH3:4])([CH3:3])[CH3:2].[CH3:18][Si](C=[N+]=[N-])(C)C. (4) Given the product [CH3:1][S:2]([OH:5])(=[O:4])=[O:3].[CH2:6]([N:13]1[C:21]2[C:16](=[N:17][CH:18]=[CH:19][C:20]=2[O:22][CH2:23][C:24]2[CH:25]=[CH:26][C:27]([F:30])=[CH:28][CH:29]=2)[C:15]([CH3:31])=[C:14]1[CH3:32])[C:7]1[CH:8]=[CH:9][CH:10]=[CH:11][CH:12]=1, predict the reactants needed to synthesize it. The reactants are: [CH3:1][S:2]([OH:5])(=[O:4])=[O:3].[CH2:6]([N:13]1[C:21]2[C:16](=[N:17][CH:18]=[CH:19][C:20]=2[O:22][CH2:23][C:24]2[CH:29]=[CH:28][C:27]([F:30])=[CH:26][CH:25]=2)[C:15]([CH3:31])=[C:14]1[CH3:32])[C:7]1[CH:12]=[CH:11][CH:10]=[CH:9][CH:8]=1. (5) Given the product [CH3:12][O:13][C:14]([C:16]1[CH:17]=[CH:18][C:19]2[N:20]([CH:23]=[N:24][CH:25]=2)[C:21]=1[NH:4][C:3]1[CH:5]=[CH:6][C:7]([CH:9]2[CH2:11][CH2:10]2)=[CH:8][C:2]=1[F:1])=[O:15], predict the reactants needed to synthesize it. The reactants are: [F:1][C:2]1[CH:8]=[C:7]([CH:9]2[CH2:11][CH2:10]2)[CH:6]=[CH:5][C:3]=1[NH2:4].[CH3:12][O:13][C:14]([C:16]1[CH:17]=[CH:18][C:19]2[N:20]([CH:23]=[N:24][CH:25]=2)[C:21]=1Cl)=[O:15].C[Si]([N-][Si](C)(C)C)(C)C.[Li+]. (6) Given the product [O:11]1[C:7]2[CH:6]=[CH:5][C:4]([CH2:3][CH2:2][N:25]3[CH2:26][CH2:27][C@@H:23]([C:19]([C:28]4[CH:33]=[CH:32][CH:31]=[CH:30][CH:29]=4)([C:13]4[CH:14]=[CH:15][CH:16]=[CH:17][CH:18]=4)[C:20]([NH2:22])=[O:21])[CH2:24]3)=[CH:12][C:8]=2[CH2:9][CH2:10]1, predict the reactants needed to synthesize it. The reactants are: Br[CH2:2][CH2:3][C:4]1[CH:5]=[CH:6][C:7]2[O:11][CH2:10][CH2:9][C:8]=2[CH:12]=1.[C:13]1([C:19]([C:28]2[CH:33]=[CH:32][CH:31]=[CH:30][CH:29]=2)([C@@H:23]2[CH2:27][CH2:26][NH:25][CH2:24]2)[C:20]([NH2:22])=[O:21])[CH:18]=[CH:17][CH:16]=[CH:15][CH:14]=1.C(=O)([O-])[O-].[K+].[K+]. (7) Given the product [CH:1]1([C:5]2[N:13]3[C:8]([C:9](=[O:14])[NH:10][CH:11]=[N:12]3)=[C:7]([I:15])[N:6]=2)[CH2:2][CH2:3][CH2:4]1, predict the reactants needed to synthesize it. The reactants are: [CH:1]1([C:5]2[N:13]3[C:8]([C:9](=[O:14])[NH:10][CH:11]=[N:12]3)=[CH:7][N:6]=2)[CH2:4][CH2:3][CH2:2]1.[I:15]N1C(=O)CCC1=O.